Dataset: Reaction yield outcomes from USPTO patents with 853,638 reactions. Task: Predict the reaction yield, written as a fraction of the theoretical maximum amount of product (1.0 means a 100% yield; for example, 0.34 means a 34% yield). (1) The reactants are [Na].[CH2:2]([OH:14])[CH2:3][CH2:4][CH2:5][CH2:6][CH2:7][CH2:8][CH2:9][CH2:10][CH2:11][CH2:12][CH3:13].C(O[Na])CCCCCCCCCCC.[H][H].[F:31][C:32]1[C:37](F)=[CH:36][C:35]([NH2:39])=[C:34]([N+:40]([O-:42])=[O:41])[CH:33]=1. The catalyst is CO.O. The product is [CH2:2]([O:14][C:37]1[C:32]([F:31])=[CH:33][C:34]([N+:40]([O-:42])=[O:41])=[C:35]([NH2:39])[CH:36]=1)[CH2:3][CH2:4][CH2:5][CH2:6][CH2:7][CH2:8][CH2:9][CH2:10][CH2:11][CH2:12][CH3:13]. The yield is 0.750. (2) The reactants are [OH-].[Na+].C([O:6][C:7]1[CH:40]=[CH:39][C:38]([Cl:41])=[CH:37][C:8]=1[C:9]([NH:11][C@H:12]([C:20](=[O:36])[NH:21][C:22]1[CH:27]=[C:26]([C:28]([F:31])([F:30])[F:29])[CH:25]=[C:24]([C:32]([F:35])([F:34])[F:33])[CH:23]=1)[CH2:13][C:14]1[CH:19]=[CH:18][CH:17]=[CH:16][CH:15]=1)=[O:10])(=O)C.Cl. The catalyst is CO.O1CCCC1. The product is [Cl:41][C:38]1[CH:39]=[CH:40][C:7]([OH:6])=[C:8]([CH:37]=1)[C:9]([NH:11][C@H:12]([C:20](=[O:36])[NH:21][C:22]1[CH:27]=[C:26]([C:28]([F:29])([F:31])[F:30])[CH:25]=[C:24]([C:32]([F:33])([F:34])[F:35])[CH:23]=1)[CH2:13][C:14]1[CH:15]=[CH:16][CH:17]=[CH:18][CH:19]=1)=[O:10]. The yield is 0.568. (3) The reactants are [CH2:1]([C:5]1[N:10]=[C:9]([CH2:11][CH2:12][O:13]C)[N:8]([C:15]2[CH:16]=[CH:17][C:18]3[O:22][CH2:21][CH2:20][C:19]=3[CH:23]=2)[C:7](=[O:24])[C:6]=1[CH2:25][C:26]1[CH:31]=[CH:30][C:29]([C:32]2[CH:37]=[CH:36][CH:35]=[CH:34][C:33]=2[C:38]2[NH:42][C:41](=[O:43])[O:40][N:39]=2)=[CH:28][CH:27]=1)[CH2:2][CH2:3][CH3:4].CC(=O)CC.Cl. The catalyst is O. The product is [CH2:1]([C:5]1[N:10]=[C:9]([CH2:11][CH2:12][OH:13])[N:8]([C:15]2[CH:16]=[CH:17][C:18]3[O:22][CH2:21][CH2:20][C:19]=3[CH:23]=2)[C:7](=[O:24])[C:6]=1[CH2:25][C:26]1[CH:31]=[CH:30][C:29]([C:32]2[CH:37]=[CH:36][CH:35]=[CH:34][C:33]=2[C:38]2[NH:42][C:41](=[O:43])[O:40][N:39]=2)=[CH:28][CH:27]=1)[CH2:2][CH2:3][CH3:4]. The yield is 0.590. (4) The yield is 0.310. The reactants are [S:1]1[C:5]2[CH:6]=[CH:7][CH:8]=[CH:9][C:4]=2[CH:3]=[C:2]1[C:10]([OH:12])=O.C(Cl)(=O)C(Cl)=O.[CH3:19][N:20]([CH3:36])[CH:21]1[CH2:25][CH2:24][N:23]([C:26]2[S:27][C:28]3[CH:34]=[C:33]([NH2:35])[CH:32]=[CH:31][C:29]=3[N:30]=2)[CH2:22]1. No catalyst specified. The product is [CH3:19][N:20]([CH3:36])[CH:21]1[CH2:25][CH2:24][N:23]([C:26]2[S:27][C:28]3[CH:34]=[C:33]([NH:35][C:10]([C:2]4[S:1][C:5]5[CH:6]=[CH:7][CH:8]=[CH:9][C:4]=5[CH:3]=4)=[O:12])[CH:32]=[CH:31][C:29]=3[N:30]=2)[CH2:22]1. (5) The reactants are C([N:4]1[C:12]2[C:7](=[CH:8][CH:9]=[CH:10][CH:11]=2)[C:6]([CH3:14])([CH3:13])[CH2:5]1)(=O)C.Cl. The catalyst is CO. The product is [CH3:13][C:6]1([CH3:14])[C:7]2[C:12](=[CH:11][CH:10]=[CH:9][CH:8]=2)[NH:4][CH2:5]1. The yield is 0.940. (6) The reactants are [N:1]12[CH2:8][CH2:7][C:4]([C:9]([C:21]3[CH:30]=[CH:29][C:28]4[C:23](=[CH:24][CH:25]=[CH:26][CH:27]=4)[CH:22]=3)([C:11]3[CH:20]=[CH:19][C:18]4[C:13](=[CH:14][CH:15]=[CH:16][CH:17]=4)[CH:12]=3)[OH:10])([CH2:5][CH2:6]1)[CH2:3][CH2:2]2.[C:31]1([CH2:37][O:38][CH2:39][CH2:40][Br:41])[CH:36]=[CH:35][CH:34]=[CH:33][CH:32]=1. The catalyst is CC#N. The product is [Br-:41].[OH:10][C:9]([C:21]1[CH:30]=[CH:29][C:28]2[C:23](=[CH:24][CH:25]=[CH:26][CH:27]=2)[CH:22]=1)([C:11]1[CH:20]=[CH:19][C:18]2[C:13](=[CH:14][CH:15]=[CH:16][CH:17]=2)[CH:12]=1)[C:4]12[CH2:3][CH2:2][N+:1]([CH2:40][CH2:39][O:38][CH2:37][C:31]3[CH:36]=[CH:35][CH:34]=[CH:33][CH:32]=3)([CH2:6][CH2:5]1)[CH2:8][CH2:7]2. The yield is 0.250. (7) The reactants are [NH2:1][C:2]1[CH:3]=[C:4]([CH:9]=[CH:10][C:11]=1[CH3:12])[C:5](OC)=[O:6].O.[NH2:14][NH2:15]. The product is [NH2:1][C:2]1[CH:3]=[C:4]([CH:9]=[CH:10][C:11]=1[CH3:12])[C:5]([NH:14][NH2:15])=[O:6]. The catalyst is C(O)C. The yield is 0.700.